Dataset: Reaction yield outcomes from USPTO patents with 853,638 reactions. Task: Predict the reaction yield, written as a fraction of the theoretical maximum amount of product (1.0 means a 100% yield; for example, 0.34 means a 34% yield). (1) The reactants are [Cl:1][C:2]1[N:3]=[C:4]([N:12]2[CH2:17][CH2:16][O:15][CH2:14][CH2:13]2)[C:5]2[S:10][CH:9]=[C:8]([CH3:11])[C:6]=2[N:7]=1.ClC1N=C(N2CCOCC2)C2SC=CC=2N=1.C(OC(C1SC=C(C)C=1N)=O)C.[Li]CCCC.[I:51]I. The catalyst is C1COCC1. The product is [Cl:1][C:2]1[N:3]=[C:4]([N:12]2[CH2:13][CH2:14][O:15][CH2:16][CH2:17]2)[C:5]2[S:10][C:9]([I:51])=[C:8]([CH3:11])[C:6]=2[N:7]=1. The yield is 0.840. (2) The reactants are [Br:1][C:2]1[CH:3]=[CH:4][C:5]2[CH:6]([CH:18]3[CH2:23][CH2:22][NH:21][CH2:20][CH2:19]3)[C:7]3[C:12]([S:13][C:14]=2[CH:15]=1)=[C:11]([O:16][CH3:17])[CH:10]=[CH:9][CH:8]=3.[CH3:24][C:25]([O:28][C:29](O[C:29]([O:28][C:25]([CH3:27])([CH3:26])[CH3:24])=[O:30])=[O:30])([CH3:27])[CH3:26].[OH-].[Na+]. The catalyst is O1CCOCC1. The product is [C:25]([O:28][C:29]([N:21]1[CH2:20][CH2:19][CH:18]([CH:6]2[C:5]3[CH:4]=[CH:3][C:2]([Br:1])=[CH:15][C:14]=3[S:13][C:12]3[C:7]2=[CH:8][CH:9]=[CH:10][C:11]=3[O:16][CH3:17])[CH2:23][CH2:22]1)=[O:30])([CH3:27])([CH3:26])[CH3:24]. The yield is 0.372.